From a dataset of Forward reaction prediction with 1.9M reactions from USPTO patents (1976-2016). Predict the product of the given reaction. Given the reactants [OH-].[Li+].C([O:5][C:6](=[O:33])[C@H:7]([CH2:15][C:16]1[CH:21]=[CH:20][CH:19]=[C:18]([O:22][C:23]2[CH:32]=[CH:31][C:30]3[C:25](=[CH:26][CH:27]=[CH:28][CH:29]=3)[CH:24]=2)[CH:17]=1)[NH:8]C(=O)C(F)(F)F)C.Cl, predict the reaction product. The product is: [CH:24]1[C:25]2[C:30](=[CH:29][CH:28]=[CH:27][CH:26]=2)[CH:31]=[CH:32][C:23]=1[O:22][C:18]1[CH:17]=[C:16]([CH:21]=[CH:20][CH:19]=1)[CH2:15][C@@H:7]([C:6]([OH:33])=[O:5])[NH2:8].